Dataset: Forward reaction prediction with 1.9M reactions from USPTO patents (1976-2016). Task: Predict the product of the given reaction. (1) Given the reactants Cl[C:2]1[C:11]2[C:6](=[CH:7][CH:8]=[C:9]([Cl:12])[CH:10]=2)[N:5]=[C:4]([C:13]2[CH:14]=[N:15][CH:16]=[CH:17][CH:18]=2)[N:3]=1.[NH2:19][C:20]1[CH:32]=[CH:31][CH:30]=[CH:29][C:21]=1[C:22]([NH:24][CH2:25][CH:26]1[CH2:28][CH2:27]1)=[O:23], predict the reaction product. The product is: [Cl:12][C:9]1[CH:10]=[C:11]2[C:6](=[CH:7][CH:8]=1)[N:5]=[C:4]([C:13]1[CH:14]=[N:15][CH:16]=[CH:17][CH:18]=1)[N:3]=[C:2]2[NH:19][C:20]1[CH:32]=[CH:31][CH:30]=[CH:29][C:21]=1[C:22]([NH:24][CH2:25][CH:26]1[CH2:28][CH2:27]1)=[O:23]. (2) The product is: [CH3:26][O:25][C:23]1[CH:24]=[C:19]([NH:18][C:15]2[O:16][C:17]3[C:9]([C:6]4[CH:7]=[CH:8][C:3]([CH2:2][NH:1][C:31](=[O:33])[CH3:32])=[CH:4][CH:5]=4)=[CH:10][CH:11]=[CH:12][C:13]=3[N:14]=2)[CH:20]=[C:21]([O:29][CH3:30])[C:22]=1[O:27][CH3:28]. Given the reactants [NH2:1][CH2:2][C:3]1[CH:8]=[CH:7][C:6]([C:9]2[C:17]3[O:16][C:15]([NH:18][C:19]4[CH:24]=[C:23]([O:25][CH3:26])[C:22]([O:27][CH3:28])=[C:21]([O:29][CH3:30])[CH:20]=4)=[N:14][C:13]=3[CH:12]=[CH:11][CH:10]=2)=[CH:5][CH:4]=1.[C:31](Cl)(=[O:33])[CH3:32], predict the reaction product. (3) Given the reactants C([O:8][C:9]1[CH:10]=[C:11]([CH:20]([OH:41])[CH2:21][NH:22][C:23]([CH3:40])([CH3:39])[CH2:24][CH2:25][N:26]2[C:30]([CH3:31])=[N:29][C:28]([C:32]3[CH:37]=[CH:36][C:35]([Cl:38])=[CH:34][CH:33]=3)=[N:27]2)[C:12]2[O:17][CH2:16][C:15](=[O:18])[NH:14][C:13]=2[CH:19]=1)C1C=CC=CC=1.C(OC1C=C(C(=O)C(OCC)O)C2OCC(=O)NC=2C=1)C1C=CC=CC=1.ClC1C=CC(C2N=C(C)N(CCC(N)(C)C)N=2)=CC=1, predict the reaction product. The product is: [Cl:38][C:35]1[CH:34]=[CH:33][C:32]([C:28]2[N:29]=[C:30]([CH3:31])[N:26]([CH2:25][CH2:24][C:23]([NH:22][CH2:21][CH:20]([C:11]3[C:12]4[O:17][CH2:16][C:15](=[O:18])[NH:14][C:13]=4[CH:19]=[C:9]([OH:8])[CH:10]=3)[OH:41])([CH3:39])[CH3:40])[N:27]=2)=[CH:37][CH:36]=1. (4) Given the reactants [NH2:1][C:2]1[CH:7]=[CH:6][CH:5]=[CH:4][C:3]=1[NH:8][C:9](=[O:22])[C:10]1[CH:15]=[CH:14][C:13]([C:16]#[C:17][Si](C)(C)C)=[CH:12][CH:11]=1.CCCC[N+](CCCC)(CCCC)CCCC.[F-].[NH4+].[Cl-], predict the reaction product. The product is: [NH2:1][C:2]1[CH:7]=[CH:6][CH:5]=[CH:4][C:3]=1[NH:8][C:9](=[O:22])[C:10]1[CH:15]=[CH:14][C:13]([C:16]#[CH:17])=[CH:12][CH:11]=1. (5) Given the reactants [C:1]([C:5]1[C:6]2[CH:12]([C:13]3[CH:18]=[CH:17][CH:16]=[CH:15][C:14]=3[O:19][CH3:20])[N:11]([C:21]3[CH:26]=[CH:25][C:24]([C:27]4[O:31][N:30]=[C:29]([C:32](O)=[O:33])[CH:28]=4)=[CH:23][CH:22]=3)[C:10](=[O:35])[C:7]=2[NH:8][N:9]=1)([CH3:4])([CH3:3])[CH3:2].C(N(CC)CC)C.C(Cl)(=O)OCC.[BH4-].[Na+], predict the reaction product. The product is: [C:1]([C:5]1[C:6]2[CH:12]([C:13]3[CH:18]=[CH:17][CH:16]=[CH:15][C:14]=3[O:19][CH3:20])[N:11]([C:21]3[CH:26]=[CH:25][C:24]([C:27]4[O:31][N:30]=[C:29]([CH2:32][OH:33])[CH:28]=4)=[CH:23][CH:22]=3)[C:10](=[O:35])[C:7]=2[NH:8][N:9]=1)([CH3:4])([CH3:2])[CH3:3]. (6) Given the reactants Cl.[F:2][C:3]1[CH:11]=[C:10]2[C:6]([C:7]([C:21]3[CH:22]=[CH:23][C:24]([NH2:27])=[N:25][CH:26]=3)=[CH:8][N:9]2[S:12]([C:15]2[CH:20]=[CH:19][CH:18]=[CH:17][CH:16]=2)(=[O:14])=[O:13])=[CH:5][CH:4]=1.[H-].[Na+].[Cl:30][C:31]([Cl:38])([Cl:37])[C:32]([N:34]=[C:35]=[O:36])=[O:33], predict the reaction product. The product is: [Cl:30][C:31]([Cl:38])([Cl:37])[C:32]([NH:34][C:35](=[O:36])[NH:27][C:24]1[CH:23]=[CH:22][C:21]([C:7]2[C:6]3[C:10](=[CH:11][C:3]([F:2])=[CH:4][CH:5]=3)[N:9]([S:12]([C:15]3[CH:16]=[CH:17][CH:18]=[CH:19][CH:20]=3)(=[O:13])=[O:14])[CH:8]=2)=[CH:26][N:25]=1)=[O:33].[F:2][C:3]1[CH:11]=[C:10]2[C:6]([C:7]([C:21]3[CH:22]=[CH:23][C:24]([NH:27][C:32]([NH2:34])=[O:33])=[N:25][CH:26]=3)=[CH:8][N:9]2[S:12]([C:15]2[CH:16]=[CH:17][CH:18]=[CH:19][CH:20]=2)(=[O:13])=[O:14])=[CH:5][CH:4]=1.